This data is from Forward reaction prediction with 1.9M reactions from USPTO patents (1976-2016). The task is: Predict the product of the given reaction. (1) The product is: [OH:31][C:7]1[C:6]([OH:5])=[CH:11][C:10]([C:12]#[N:13])=[C:9]([CH2:14][C:15]2[CH:20]=[CH:19][C:18]([CH2:21][OH:22])=[CH:17][CH:16]=2)[C:8]=1[C:29]#[N:30]. Given the reactants CS([O:5][C:6]1[CH:11]=[C:10]([C:12]#[N:13])[C:9]([CH2:14][C:15]2[CH:20]=[CH:19][C:18]([CH2:21][O:22]C3CCCCO3)=[CH:17][CH:16]=2)=[C:8]([C:29]#[N:30])[C:7]=1[O:31]S(C)(=O)=O)(=O)=O.Cl.[OH-].[Na+], predict the reaction product. (2) Given the reactants [CH3:1][O:2][C:3]1[CH:36]=[CH:35][C:6]([CH2:7][N:8]2[C:16](=[O:17])[C:15]3[NH:14][C:13]([CH2:18][CH2:19][CH2:20][O:21][C:22]4[CH:27]=[CH:26][CH:25]=[C:24]([O:28][C:29]([F:32])([F:31])[F:30])[CH:23]=4)=[N:12][C:11]=3[N:10]([CH3:33])[C:9]2=[O:34])=[CH:5][CH:4]=1.Br[CH2:38][C:39]1[CH:44]=[CH:43][C:42]([Cl:45])=[CH:41][CH:40]=1.C(=O)([O-])[O-].[K+].[K+], predict the reaction product. The product is: [Cl:45][C:42]1[CH:43]=[CH:44][C:39]([CH2:38][N:14]2[C:15]3[C:16](=[O:17])[N:8]([CH2:7][C:6]4[CH:5]=[CH:4][C:3]([O:2][CH3:1])=[CH:36][CH:35]=4)[C:9](=[O:34])[N:10]([CH3:33])[C:11]=3[N:12]=[C:13]2[CH2:18][CH2:19][CH2:20][O:21][C:22]2[CH:27]=[CH:26][CH:25]=[C:24]([O:28][C:29]([F:31])([F:32])[F:30])[CH:23]=2)=[CH:40][CH:41]=1. (3) Given the reactants [NH2:1][C:2]1[C:3]([C:23]([O:25]CC)=[O:24])=[CH:4][C:5]([Br:22])=[C:6]([CH2:8][N:9]2[CH2:14][CH2:13][N:12]([C:15]([O:17][C:18]([CH3:21])([CH3:20])[CH3:19])=[O:16])[CH2:11][CH2:10]2)[CH:7]=1.NC1C(Br)=CC(C(F)(F)F)=CC=1C(O)=O.[OH-].[K+], predict the reaction product. The product is: [NH2:1][C:2]1[CH:7]=[C:6]([CH2:8][N:9]2[CH2:10][CH2:11][N:12]([C:15]([O:17][C:18]([CH3:20])([CH3:19])[CH3:21])=[O:16])[CH2:13][CH2:14]2)[C:5]([Br:22])=[CH:4][C:3]=1[C:23]([OH:25])=[O:24]. (4) Given the reactants [CH2:1]([N:3]1[C:12]2[C:7](=[CH:8][C:9]([F:15])=[C:10](F)[C:11]=2F)[C:6](=[O:16])[C:5]([C:17]([O:19]CC)=[O:18])=[CH:4]1)[CH3:2].[OH-:22].[K+].[CH3:24][O:25][C:26]1[CH:33]=[CH:32][C:29]([CH2:30][OH:31])=[CH:28][CH:27]=1, predict the reaction product. The product is: [CH2:1]([N:3]1[C:12]2[C:7](=[CH:8][C:9]([F:15])=[C:10]([O:22][CH2:30][C:29]3[CH:32]=[CH:33][C:26]([O:25][CH3:24])=[CH:27][CH:28]=3)[C:11]=2[O:31][CH2:30][C:29]2[CH:32]=[CH:33][C:26]([O:25][CH3:24])=[CH:27][CH:28]=2)[C:6](=[O:16])[C:5]([C:17]([OH:19])=[O:18])=[CH:4]1)[CH3:2]. (5) Given the reactants N[C@H]1CCCC[C@H]1[NH:8][C:9](=[O:26])[C:10]1[C:15]([C:16]([F:19])([F:18])[F:17])=[CH:14][C:13]([C:20]([F:23])([F:22])[F:21])=[CH:12][C:11]=1OC.C(=O)([O-])[O-].[K+].[K+].[I-].C([N+]1(C)CCC(=O)CC1)C, predict the reaction product. The product is: [F:21][C:20]([F:22])([F:23])[C:13]1[CH:14]=[C:15]([C:16]([F:19])([F:17])[F:18])[C:10]([C:9]([NH2:8])=[O:26])=[CH:11][CH:12]=1. (6) The product is: [CH:1]12[CH2:7][CH:4]([CH:5]=[CH:6]1)[CH2:3][CH:2]2[NH:8][C:9](=[S:10])[NH:11][N:12]=[CH:22][C:21]1[CH:20]=[CH:19][C:18]([N:13]2[CH2:17][CH2:16][CH2:15][CH2:14]2)=[CH:25][CH:24]=1. Given the reactants [CH:1]12[CH2:7][CH:4]([CH:5]=[CH:6]1)[CH2:3][CH:2]2[NH:8][C:9]([NH:11][NH2:12])=[S:10].[N:13]1([C:18]2[CH:25]=[CH:24][C:21]([CH:22]=O)=[CH:20][CH:19]=2)[CH2:17][CH2:16][CH2:15][CH2:14]1, predict the reaction product. (7) Given the reactants C([O:5][C:6](=[O:26])[C:7]1[CH:12]=[CH:11][CH:10]=[C:9]([S:13][C:14]2[CH:15]=[N:16][CH:17]=[CH:18][CH:19]=2)[C:8]=1[C:20]1[CH:25]=[CH:24][CH:23]=[CH:22][CH:21]=1)(C)(C)C.C([SiH](CC)CC)C.FC(F)(F)C(O)=O, predict the reaction product. The product is: [N:16]1[CH:17]=[CH:18][CH:19]=[C:14]([S:13][C:9]2[C:8]([C:20]3[CH:25]=[CH:24][CH:23]=[CH:22][CH:21]=3)=[C:7]([CH:12]=[CH:11][CH:10]=2)[C:6]([OH:26])=[O:5])[CH:15]=1. (8) The product is: [CH3:8][C:7]1[CH:6]=[CH:5][C:4]([NH:9][C:10](=[O:21])[C:11]2[CH:16]=[CH:15][CH:14]=[C:13]([C:17]([F:18])([F:19])[F:20])[CH:12]=2)=[CH:3][C:2]=1[O:1][C:23]1[CH:28]=[CH:27][C:26]([N+:29]([O-:31])=[O:30])=[CH:25][N:24]=1. Given the reactants [OH:1][C:2]1[CH:3]=[C:4]([NH:9][C:10](=[O:21])[C:11]2[CH:16]=[CH:15][CH:14]=[C:13]([C:17]([F:20])([F:19])[F:18])[CH:12]=2)[CH:5]=[CH:6][C:7]=1[CH3:8].Cl[C:23]1[CH:28]=[CH:27][C:26]([N+:29]([O-:31])=[O:30])=[CH:25][N:24]=1.C(=O)([O-])[O-].[K+].[K+], predict the reaction product. (9) Given the reactants [F:1][C:2]1[CH:3]=[CH:4][C:5](B(O)O)=[C:6]2[C:10]=1[C@H:9]([O:11][C:12]1[CH:25]=[CH:24][C:15]3[C@H:16]([CH2:19][C:20]([O:22][CH3:23])=[O:21])[CH2:17][O:18][C:14]=3[CH:13]=1)[CH2:8][CH2:7]2.[CH2:29]([O:36][C:37]1[CH:38]=[CH:39][C:40]([OH:45])=[C:41]([CH:44]=1)[C:42]#[N:43])[C:30]1[CH:35]=[CH:34][CH:33]=[CH:32][CH:31]=1, predict the reaction product. The product is: [CH3:23][O:22][C:20](=[O:21])[CH2:19][C@H:16]1[C:15]2[CH:24]=[CH:25][C:12]([O:11][C@H:9]3[C:10]4[C:6](=[C:5]([O:45][C:40]5[CH:39]=[CH:38][C:37]([O:36][CH2:29][C:30]6[CH:35]=[CH:34][CH:33]=[CH:32][CH:31]=6)=[CH:44][C:41]=5[C:42]#[N:43])[CH:4]=[CH:3][C:2]=4[F:1])[CH2:7][CH2:8]3)=[CH:13][C:14]=2[O:18][CH2:17]1. (10) Given the reactants [Cl:1][C:2]1[CH:7]=[CH:6][C:5]([C:8]#[C:9][Si](C)(C)C)=[CH:4][C:3]=1[CH2:14][NH:15][C:16](=[O:19])[O:17][CH3:18].[OH-].[K+], predict the reaction product. The product is: [Cl:1][C:2]1[CH:7]=[CH:6][C:5]([C:8]#[CH:9])=[CH:4][C:3]=1[CH2:14][NH:15][C:16](=[O:19])[O:17][CH3:18].